This data is from Full USPTO retrosynthesis dataset with 1.9M reactions from patents (1976-2016). The task is: Predict the reactants needed to synthesize the given product. (1) The reactants are: P(Cl)(Cl)([Cl:3])=O.[C:6]1([C:12]2[CH:21]=[CH:20][CH:19]=[C:18]3[C:13]=2[CH:14]=[CH:15][N+:16]([O-])=[CH:17]3)[CH:11]=[CH:10][CH:9]=[CH:8][CH:7]=1. Given the product [Cl:3][C:17]1[C:18]2[C:13](=[C:12]([C:6]3[CH:11]=[CH:10][CH:9]=[CH:8][CH:7]=3)[CH:21]=[CH:20][CH:19]=2)[CH:14]=[CH:15][N:16]=1, predict the reactants needed to synthesize it. (2) Given the product [F:46][CH:42]([F:47])[N:24]([C:25]1[CH:30]=[CH:29][N:28]=[CH:27][CH:26]=1)[C:22]1[CH:21]=[CH:20][N:19]=[C:18]([C:11]2[C:12]3[C:17](=[CH:16][CH:15]=[CH:14][CH:13]=3)[N:9]([CH2:8][C:7]3[C:31]([F:33])=[CH:32][C:4]([O:3][CH2:1][CH3:2])=[CH:5][C:6]=3[F:34])[N:10]=2)[N:23]=1, predict the reactants needed to synthesize it. The reactants are: [CH2:1]([O:3][C:4]1[CH:32]=[C:31]([F:33])[C:7]([CH2:8][N:9]2[C:17]3[C:12](=[CH:13][CH:14]=[CH:15][CH:16]=3)[C:11]([C:18]3[N:23]=[C:22]([NH:24][C:25]4[CH:30]=[CH:29][N:28]=[CH:27][CH:26]=4)[CH:21]=[CH:20][N:19]=3)=[N:10]2)=[C:6]([F:34])[CH:5]=1)[CH3:2].C(=O)([O-])[O-].[Cs+].[Cs+].Cl[C:42]([F:47])([F:46])C([O-])=O.[Na+].O. (3) Given the product [NH2:11][C:5]1[CH:4]=[CH:3][C:2]([F:1])=[CH:10][C:6]=1[C:7]([NH2:9])=[O:8], predict the reactants needed to synthesize it. The reactants are: [F:1][C:2]1[CH:3]=[CH:4][C:5]([N+:11]([O-])=O)=[C:6]([CH:10]=1)[C:7]([NH2:9])=[O:8].